From a dataset of NCI-60 drug combinations with 297,098 pairs across 59 cell lines. Regression. Given two drug SMILES strings and cell line genomic features, predict the synergy score measuring deviation from expected non-interaction effect. (1) Drug 1: C1CCN(CC1)CCOC2=CC=C(C=C2)C(=O)C3=C(SC4=C3C=CC(=C4)O)C5=CC=C(C=C5)O. Drug 2: C1CCC(CC1)NC(=O)N(CCCl)N=O. Cell line: DU-145. Synergy scores: CSS=6.77, Synergy_ZIP=-0.184, Synergy_Bliss=0.188, Synergy_Loewe=-1.45, Synergy_HSA=-1.58. (2) Drug 2: N.N.Cl[Pt+2]Cl. Synergy scores: CSS=25.1, Synergy_ZIP=-9.88, Synergy_Bliss=-1.26, Synergy_Loewe=-13.4, Synergy_HSA=1.14. Drug 1: C1CNP(=O)(OC1)N(CCCl)CCCl. Cell line: SNB-75.